From a dataset of Forward reaction prediction with 1.9M reactions from USPTO patents (1976-2016). Predict the product of the given reaction. (1) Given the reactants [CH3:1][C:2]1[C:3]([C:17](O)=[O:18])=[N:4][O:5][C:6]=1[C:7]1[CH2:16][CH2:15][C:10]2([CH2:14][CH2:13][CH2:12][CH2:11]2)[CH2:9][CH:8]=1.CN(C(ON1N=NC2C=CC=NC1=2)=[N+](C)C)C.F[P-](F)(F)(F)(F)F.[NH2:44][C:45]1[C:46](=[O:58])[N:47]([CH:52]2[CH2:57][CH2:56][CH2:55][CH2:54][CH2:53]2)[N:48]([CH3:51])[C:49]=1[CH3:50].C(N(CC)CC)C, predict the reaction product. The product is: [CH:52]1([N:47]2[C:46](=[O:58])[C:45]([NH:44][C:17]([C:3]3[C:2]([CH3:1])=[C:6]([C:7]4[CH2:16][CH2:15][C:10]5([CH2:11][CH2:12][CH2:13][CH2:14]5)[CH2:9][CH:8]=4)[O:5][N:4]=3)=[O:18])=[C:49]([CH3:50])[N:48]2[CH3:51])[CH2:53][CH2:54][CH2:55][CH2:56][CH2:57]1. (2) Given the reactants [CH3:1][C:2]1[C:10]([O:11][CH3:12])=[CH:9][CH:8]=[CH:7][C:3]=1[C:4]([OH:6])=O.[CH:13]1([CH2:16][CH:17]([C:20]2[CH:21]=[N:22][C:23]([C:26]([F:29])([F:28])[F:27])=[N:24][CH:25]=2)[CH2:18][NH2:19])[CH2:15][CH2:14]1, predict the reaction product. The product is: [CH3:1][C:2]1[C:10]([O:11][CH3:12])=[CH:9][CH:8]=[CH:7][C:3]=1[C:4]([NH:19][CH2:18][CH:17]([C:20]1[CH:21]=[N:22][C:23]([C:26]([F:29])([F:28])[F:27])=[N:24][CH:25]=1)[CH2:16][CH:13]1[CH2:15][CH2:14]1)=[O:6]. (3) Given the reactants [Cl:1][C:2]1[CH:10]=[CH:9][C:5]([C:6](Cl)=[O:7])=[CH:4][CH:3]=1.[S:11]1[C:15]2[CH:16]=[CH:17][CH:18]=[CH:19][C:14]=2[N:13]=[CH:12]1.[Al+3].[Cl-].[Cl-].[Cl-].C[Si]([C:28]#[N:29])(C)C, predict the reaction product. The product is: [Cl:1][C:2]1[CH:10]=[CH:9][C:5]([C:6]([N:13]2[C:14]3[CH:19]=[CH:18][CH:17]=[CH:16][C:15]=3[S:11][CH:12]2[C:28]#[N:29])=[O:7])=[CH:4][CH:3]=1. (4) Given the reactants [CH3:1][O:2][C:3]1[CH:26]=[CH:25][C:6]([CH2:7][N:8]2[CH:12]=[C:11]([C:13](N(OC)C)=[O:14])[C:10]([CH:19]([OH:24])[C:20]([F:23])([F:22])[F:21])=[N:9]2)=[CH:5][CH:4]=1.[CH2:27]1COC[CH2:28]1, predict the reaction product. The product is: [CH3:1][O:2][C:3]1[CH:26]=[CH:25][C:6]([CH2:7][N:8]2[CH:12]=[C:11]([C:13](=[O:14])[CH:27]=[CH2:28])[C:10]([CH:19]([OH:24])[C:20]([F:21])([F:23])[F:22])=[N:9]2)=[CH:5][CH:4]=1. (5) Given the reactants ClC1N=NC(NS(CC2C=C(C#N)C=CC=2Cl)(=O)=O)=C(O)C=1.[Cl:23][C:24]1[CH:25]=[C:26]([S:31]([NH:34][C:35]2[C:40]([O:41]C)=[CH:39][N:38]=[C:37]([Cl:43])[N:36]=2)(=[O:33])=[O:32])[CH:27]=[C:28]([Cl:30])[CH:29]=1.ClC1N=NC(NS(CC2C=C(C#N)C=CC=2Cl)(=O)=O)=C(OC)C=1, predict the reaction product. The product is: [Cl:30][C:28]1[CH:27]=[C:26]([S:31]([NH:34][C:35]2[C:40]([OH:41])=[CH:39][N:38]=[C:37]([Cl:43])[N:36]=2)(=[O:32])=[O:33])[CH:25]=[C:24]([Cl:23])[CH:29]=1. (6) Given the reactants C(OC(=O)[NH:7][CH2:8][CH2:9][CH2:10][CH2:11][CH2:12][C:13](=[O:15])[CH3:14])(C)(C)C.Cl, predict the reaction product. The product is: [NH2:7][CH2:8][CH2:9][CH2:10][CH2:11][CH2:12][C:13](=[O:15])[CH3:14]. (7) Given the reactants [CH:1]12[CH2:7][CH:4]([CH2:5][CH2:6]1)[CH:3]=[CH:2]2.[C:8]([O:12][CH3:13])(=[O:11])[CH:9]=[CH2:10].C(OOC(C)(C)C)(C)(C)C.CC[Al](Cl)CC.CC[Al](Cl)Cl.Cl.CO, predict the reaction product. The product is: [CH:1]12[CH2:7][CH:4]([CH2:5][CH2:6]1)[CH:3]=[CH:2]2.[C:8]([O:12][CH3:13])(=[O:11])[CH:9]=[CH2:10]. (8) Given the reactants [C:1]([OH:8])(=[O:7])/[CH:2]=[CH:3]/[C:4]([OH:6])=[O:5].[F:9][C:10]1[CH:15]=[CH:14][C:13]([CH2:16][C:17]2[C:26]3[C:21](=[CH:22][CH:23]=[CH:24][CH:25]=3)[C:20](=[O:27])[NH:19][N:18]=2)=[CH:12][C:11]=1[N:28]1[C:32](=[O:33])[CH:31]([CH3:34])[N:30]([CH2:35][CH2:36][N:37]2[CH2:41][CH2:40][CH2:39][CH2:38]2)[C:29]1=[O:42], predict the reaction product. The product is: [C:1]([OH:8])(=[O:7])/[CH:2]=[CH:3]/[C:4]([OH:6])=[O:5].[F:9][C:10]1[CH:15]=[CH:14][C:13]([CH2:16][C:17]2[C:26]3[C:21](=[CH:22][CH:23]=[CH:24][CH:25]=3)[C:20](=[O:27])[NH:19][N:18]=2)=[CH:12][C:11]=1[N:28]1[C:32](=[O:33])[CH:31]([CH3:34])[N:30]([CH2:35][CH2:36][N:37]2[CH2:38][CH2:39][CH2:40][CH2:41]2)[C:29]1=[O:42].